Dataset: Full USPTO retrosynthesis dataset with 1.9M reactions from patents (1976-2016). Task: Predict the reactants needed to synthesize the given product. (1) Given the product [CH:1]1([CH2:4][C:5]([NH:14][C:15]([C:17]2[CH:22]=[C:21]([O:23][CH2:24][C:25]([F:26])([F:27])[F:28])[C:20]([CH:29]3[CH2:31][CH2:30]3)=[CH:19][N:18]=2)=[O:16])([CH3:13])[C:6]([OH:8])=[O:7])[CH2:3][CH2:2]1, predict the reactants needed to synthesize it. The reactants are: [CH:1]1([CH2:4][C:5]([NH:14][C:15]([C:17]2[CH:22]=[C:21]([O:23][CH2:24][C:25]([F:28])([F:27])[F:26])[C:20]([CH:29]3[CH2:31][CH2:30]3)=[CH:19][N:18]=2)=[O:16])([CH3:13])[C:6]([O:8]C(C)(C)C)=[O:7])[CH2:3][CH2:2]1.C(O)(C(F)(F)F)=O. (2) Given the product [OH:18][C:10]12[CH2:11][CH:12]3[CH2:17][CH:8]([CH2:15][C:14]([CH2:5][C:4]([O:3][CH2:1][CH3:2])=[O:7])([CH2:13]3)[O:16]1)[CH2:9]2, predict the reactants needed to synthesize it. The reactants are: [CH2:1]([O:3][C:4](=[O:7])[CH2:5]Br)[CH3:2].[CH:8]12[CH2:17][CH:12]([CH2:13][C:14](=[O:16])[CH2:15]1)[CH2:11][C:10](=[O:18])[CH2:9]2.[NH4+].[Cl-].C(Cl)Cl. (3) Given the product [C:15]([O:19][C:20](=[O:24])[CH:21]([N:11]([C:8]1[CH:9]=[CH:10][C:5]([CH2:1][CH2:2][CH2:3][CH3:4])=[CH:6][CH:7]=1)[CH3:12])[CH3:22])([CH3:18])([CH3:17])[CH3:16], predict the reactants needed to synthesize it. The reactants are: [CH2:1]([C:5]1[CH:10]=[CH:9][C:8]([NH:11][CH3:12])=[CH:7][CH:6]=1)[CH2:2][CH2:3][CH3:4].[H-].[Na+].[C:15]([O:19][C:20](=[O:24])[CH:21](Br)[CH3:22])([CH3:18])([CH3:17])[CH3:16]. (4) Given the product [CH3:20][C:18]1[CH:17]=[CH:16][N:15]=[C:14]([C:12]2[S:4][C:3]3[CH:5]=[CH:6][CH:7]=[CH:8][C:2]=3[C:1](=[O:10])[N:13]=2)[CH:19]=1, predict the reactants needed to synthesize it. The reactants are: [C:1]([O:10]C)(=O)[C:2]1[C:3](=[CH:5][CH:6]=[CH:7][CH:8]=1)[SH:4].[C:12]([C:14]1[CH:19]=[C:18]([CH3:20])[CH:17]=[CH:16][N:15]=1)#[N:13].C(N(CC)CC)C. (5) Given the product [CH3:1][O:2][C:3]1[CH:8]=[C:7]([C:19]2[N:24]=[CH:23][C:22]([C:25]([F:28])([F:27])[F:26])=[CH:21][N:20]=2)[CH:6]=[CH:5][N:4]=1, predict the reactants needed to synthesize it. The reactants are: [CH3:1][O:2][C:3]1[CH:8]=[C:7](B2OC(C)(C)C(C)(C)O2)[CH:6]=[CH:5][N:4]=1.Cl[C:19]1[N:24]=[CH:23][C:22]([C:25]([F:28])([F:27])[F:26])=[CH:21][N:20]=1. (6) Given the product [CH2:33]([N:15]([CH2:14][CH:11]1[CH2:10][CH2:9][NH:8][CH2:13][CH2:12]1)[CH:16]1[CH2:17][C:18]2[CH:19]=[C:20]([NH:26][C:27](=[O:32])[C:28]([F:29])([F:30])[F:31])[CH:21]=[CH:22][C:23]=2[CH2:24][CH2:25]1)[CH3:34], predict the reactants needed to synthesize it. The reactants are: C(OC([N:8]1[CH2:13][CH2:12][CH:11]([CH2:14][N:15]([CH2:33][CH3:34])[CH:16]2[CH2:25][CH2:24][C:23]3[C:18](=[CH:19][C:20]([NH:26][C:27](=[O:32])[C:28]([F:31])([F:30])[F:29])=[CH:21][CH:22]=3)[CH2:17]2)[CH2:10][CH2:9]1)=O)(C)(C)C.FC(F)(F)C(O)=O. (7) Given the product [OH:54][CH2:50][C@@H:11]1[O:18][C:19](=[O:20])[N:21]([C:22]2[CH:23]=[C:24]3[C:28](=[CH:29][CH:30]=2)[N:27]([C:31]([C:44]2[CH:49]=[CH:48][CH:47]=[CH:46][CH:45]=2)([C:38]2[CH:39]=[CH:40][CH:41]=[CH:42][CH:43]=2)[C:32]2[CH:37]=[CH:36][CH:35]=[CH:34][CH:33]=2)[N:26]=[CH:25]3)[CH2:12]1, predict the reactants needed to synthesize it. The reactants are: C[Si]([N-][Si](C)(C)C)(C)C.[Li+].[CH2:11]([O:18][C:19]([NH:21][C:22]1[CH:23]=[C:24]2[C:28](=[CH:29][CH:30]=1)[N:27]([C:31]([C:44]1[CH:49]=[CH:48][CH:47]=[CH:46][CH:45]=1)([C:38]1[CH:43]=[CH:42][CH:41]=[CH:40][CH:39]=1)[C:32]1[CH:37]=[CH:36][CH:35]=[CH:34][CH:33]=1)[N:26]=[CH:25]2)=[O:20])[C:12]1C=CC=CC=1.[C:50](OC[C@@H]1OC1)(=[O:54])CCC.[NH4+].[Cl-]. (8) Given the product [ClH:1].[NH:15]1[CH2:18][CH:17]([C:19]([O:21][CH3:22])=[O:20])[CH2:16]1, predict the reactants needed to synthesize it. The reactants are: [ClH:1].C([N:15]1[CH2:18][CH:17]([C:19]([O:21][CH3:22])=[O:20])[CH2:16]1)(C1C=CC=CC=1)C1C=CC=CC=1. (9) Given the product [CH2:1]([O:3][C:4]([N:6]1[CH2:7][CH2:8][N:9]([C:12](=[O:56])[C@@H:13]([NH:23][C:24]([C:26]2[CH:30]=[C:29]([O:31][CH2:32][C:33]([N:35]3[CH2:39][CH2:38][CH2:37][C@H:36]3[C:40]([OH:42])=[O:41])=[O:34])[N:28]([C:50]3[CH:55]=[CH:54][CH:53]=[CH:52][CH:51]=3)[N:27]=2)=[O:25])[CH2:14][CH2:15][C:16]([O:18][C:19]([CH3:22])([CH3:21])[CH3:20])=[O:17])[CH2:10][CH2:11]1)=[O:5])[CH3:2], predict the reactants needed to synthesize it. The reactants are: [CH2:1]([O:3][C:4]([N:6]1[CH2:11][CH2:10][N:9]([C:12](=[O:56])[C@@H:13]([NH:23][C:24]([C:26]2[CH:30]=[C:29]([O:31][CH2:32][C:33]([N:35]3[CH2:39][CH2:38][CH2:37][C@H:36]3[C:40]([O:42]CC3C=CC=CC=3)=[O:41])=[O:34])[N:28]([C:50]3[CH:55]=[CH:54][CH:53]=[CH:52][CH:51]=3)[N:27]=2)=[O:25])[CH2:14][CH2:15][C:16]([O:18][C:19]([CH3:22])([CH3:21])[CH3:20])=[O:17])[CH2:8][CH2:7]1)=[O:5])[CH3:2]. (10) Given the product [NH2:7][C:8]1[CH:13]=[CH:12][CH:11]=[CH:10][C:9]=1[NH:14][C:15](=[O:34])/[CH:16]=[CH:17]/[C:18]1[CH:19]=[N:20][N:21]([CH2:23][CH2:24][O:25][C:26]2[CH:31]=[C:30]([F:32])[CH:29]=[C:28]([F:33])[CH:27]=2)[CH:22]=1, predict the reactants needed to synthesize it. The reactants are: C(OC(=O)[NH:7][C:8]1[CH:13]=[CH:12][CH:11]=[CH:10][C:9]=1[NH:14][C:15](=[O:34])/[CH:16]=[CH:17]/[C:18]1[CH:19]=[N:20][N:21]([CH2:23][CH2:24][O:25][C:26]2[CH:31]=[C:30]([F:32])[CH:29]=[C:28]([F:33])[CH:27]=2)[CH:22]=1)(C)(C)C.Cl.